This data is from Reaction yield outcomes from USPTO patents with 853,638 reactions. The task is: Predict the reaction yield, written as a fraction of the theoretical maximum amount of product (1.0 means a 100% yield; for example, 0.34 means a 34% yield). (1) The reactants are [C:1]1([C@@H:7]2[O:9][C@H:8]2[C:10]([O-:12])=O)[CH:6]=[CH:5][CH:4]=[CH:3][CH:2]=1.[K+].[CH:14]1[CH:15]=CC2N(O)N=N[C:18]=2[CH:19]=1.C[N:25]1[CH2:30][CH2:29][O:28][CH2:27][CH2:26]1.[CH3:31][CH2:32]N=C=NCCCN(C)C.Cl. The catalyst is C1COCC1. The product is [CH:29]1([CH2:30][N:25]([C@@H:26]2[CH2:18][CH2:19][CH2:14][CH2:15][C@H:27]2[OH:28])[C:10]([C@H:8]2[C@H:7]([C:1]3[CH:2]=[CH:3][CH:4]=[CH:5][CH:6]=3)[O:9]2)=[O:12])[CH2:32][CH2:31]1. The yield is 0.660. (2) The reactants are [F:1][C:2]1([F:49])[CH2:7][C@H:6]([O:8][C:9]2[C:14]([F:15])=[CH:13][C:12]([S:16]([N:19](CC3C=CC(OC)=CC=3OC)[C:20]3[CH:25]=[CH:24][N:23]=[CH:22][N:21]=3)(=[O:18])=[O:17])=[C:11]([F:37])[CH:10]=2)[C@@H:5]([C:38]2[CH:39]=[N:40][N:41](C3CCCCO3)[CH:42]=2)[CH2:4][CH2:3]1.C([SiH](CC)CC)C.FC(F)(F)C(O)=O.ClCCl. The catalyst is CO. The product is [F:49][C:2]1([F:1])[CH2:7][C@H:6]([O:8][C:9]2[C:14]([F:15])=[CH:13][C:12]([S:16]([NH:19][C:20]3[CH:25]=[CH:24][N:23]=[CH:22][N:21]=3)(=[O:17])=[O:18])=[C:11]([F:37])[CH:10]=2)[C@@H:5]([C:38]2[CH:42]=[N:41][NH:40][CH:39]=2)[CH2:4][CH2:3]1. The yield is 0.720.